From a dataset of Full USPTO retrosynthesis dataset with 1.9M reactions from patents (1976-2016). Predict the reactants needed to synthesize the given product. Given the product [CH2:10]([N:1]1[CH:5]=[CH:4][N:3]=[C:2]1[CH:6]=[O:7])[CH:9]=[CH2:8], predict the reactants needed to synthesize it. The reactants are: [NH:1]1[CH:5]=[CH:4][N:3]=[C:2]1[CH:6]=[O:7].[CH2:8](Br)[CH:9]=[CH2:10].C(N(C(C)C)CC)(C)C.